From a dataset of Reaction yield outcomes from USPTO patents with 853,638 reactions. Predict the reaction yield, written as a fraction of the theoretical maximum amount of product (1.0 means a 100% yield; for example, 0.34 means a 34% yield). (1) The reactants are [C:1]([C:5]1[CH:10]=[CH:9][C:8](N2C(C)=CC=C2C)=[C:7]([N+:18]([O-])=O)[CH:6]=1)([CH3:4])([CH3:3])[CH3:2].CCO[C:24]([CH3:26])=O. The catalyst is [Pd]. The product is [C:1]([C:5]1[CH:10]=[CH:9][C:8]([C:5]2[CH:6]=[C:7]([CH3:8])[NH:18][C:24]=2[CH3:26])=[C:7]([CH:6]=1)[NH2:18])([CH3:2])([CH3:3])[CH3:4]. The yield is 0.990. (2) The reactants are [CH2:1]([O:5][C:6]1[N:14]=[C:13]2[C:9]([N:10]=[C:11]([O:25]C)[N:12]2[CH2:15][C:16]2[CH:21]=[CH:20][C:19]([C:22]([OH:24])=[O:23])=[CH:18][CH:17]=2)=[C:8]([NH2:27])[N:7]=1)[CH2:2][CH2:3][CH3:4].C(=O)([O-])[O-].[K+].[K+].Cl.Cl[CH2:36][C:37]1[CH:38]=[N:39][CH:40]=[CH:41][CH:42]=1. The catalyst is CN(C=O)C. The product is [CH2:1]([O:5][C:6]1[N:14]=[C:13]2[C:9]([N:10]=[C:11]([OH:25])[N:12]2[CH2:15][C:16]2[CH:17]=[CH:18][C:19]([C:22]([O:24][CH2:36][C:37]3[CH:38]=[N:39][CH:40]=[CH:41][CH:42]=3)=[O:23])=[CH:20][CH:21]=2)=[C:8]([NH2:27])[N:7]=1)[CH2:2][CH2:3][CH3:4]. The yield is 0.520. (3) The reactants are [O:1]1[C:5]2[CH:6]=[CH:7][CH:8]=[CH:9][C:4]=2[N:3]=[C:2]1[CH2:10][O:11][C:12]1[CH:17]=[CH:16][C:15]([C:18]2[C:22]([C:23]3[CH:28]=[CH:27][N:26]=[CH:25][CH:24]=3)=[CH:21][N:20]([CH2:29][CH2:30][OH:31])[N:19]=2)=[CH:14][CH:13]=1.[C:32]1([CH3:52])[CH:37]=[CH:36][C:35]([S:38](O[S:38]([C:35]2[CH:36]=[CH:37][C:32]([CH3:52])=[CH:33][CH:34]=2)(=[O:40])=[O:39])(=[O:40])=[O:39])=[CH:34][CH:33]=1.C(N(CC)CC)C. The catalyst is C(Cl)Cl. The product is [CH3:52][C:32]1[CH:37]=[CH:36][C:35]([S:38]([O:31][CH2:30][CH2:29][N:20]2[CH:21]=[C:22]([C:23]3[CH:28]=[CH:27][N:26]=[CH:25][CH:24]=3)[C:18]([C:15]3[CH:14]=[CH:13][C:12]([O:11][CH2:10][C:2]4[O:1][C:5]5[CH:6]=[CH:7][CH:8]=[CH:9][C:4]=5[N:3]=4)=[CH:17][CH:16]=3)=[N:19]2)(=[O:40])=[O:39])=[CH:34][CH:33]=1. The yield is 0.450. (4) The reactants are [C:1](/[CH:5]=[CH:6]/[C:7]1[C:8](=[O:22])[NH:9][C:10](=[O:21])[N:11]([CH:20]=1)[C@@H:12]1[O:19][C@H:16]([CH2:17][OH:18])[C@@H:14]([OH:15])[CH2:13]1)([O:3]C)=[O:2]. The catalyst is [OH-].[Na+]. The product is [C:1](/[CH:5]=[CH:6]/[C:7]1[C:8](=[O:22])[NH:9][C:10](=[O:21])[N:11]([CH:20]=1)[C@@H:12]1[O:19][C@H:16]([CH2:17][OH:18])[C@@H:14]([OH:15])[CH2:13]1)([OH:3])=[O:2]. The yield is 0.771.